This data is from Peptide-MHC class I binding affinity with 185,985 pairs from IEDB/IMGT. The task is: Regression. Given a peptide amino acid sequence and an MHC pseudo amino acid sequence, predict their binding affinity value. This is MHC class I binding data. The peptide sequence is QTMLFTMLRK. The MHC is HLA-A11:01 with pseudo-sequence HLA-A11:01. The binding affinity (normalized) is 0.860.